The task is: Predict which catalyst facilitates the given reaction.. This data is from Catalyst prediction with 721,799 reactions and 888 catalyst types from USPTO. Reactant: [CH3:1][C:2]1[S:6][C:5]2[CH2:7][CH2:8][C:9](=O)[C:4]=2[CH:3]=1.[OH-].[K+].O.NN. Product: [CH3:1][C:2]1[S:6][C:5]2[CH2:7][CH2:8][CH2:9][C:4]=2[CH:3]=1. The catalyst class is: 746.